From a dataset of Forward reaction prediction with 1.9M reactions from USPTO patents (1976-2016). Predict the product of the given reaction. (1) Given the reactants FC(F)(F)C(O)=O.[NH2:8][C@@H:9]([CH3:44])[C:10]([NH:12][C@@H:13]([CH2:37][C:38]1[CH:43]=[CH:42][CH:41]=[CH:40][CH:39]=1)[C:14]([NH:16][C@@H:17]([CH2:30][C:31]1[CH:36]=[CH:35][CH:34]=[CH:33][CH:32]=1)[C:18](=[O:29])[C:19]([NH:21][CH2:22][C:23]1[CH:28]=[CH:27][CH:26]=[CH:25][CH:24]=1)=[O:20])=[O:15])=[O:11].[CH3:45][N:46]1[C:50]([C:51](O)=[O:52])=[CH:49][C:48]([CH3:54])=[N:47]1.CN(C(ON1N=NC2C=CC=NC1=2)=[N+](C)C)C.F[P-](F)(F)(F)(F)F.C(N(CC)C(C)C)(C)C, predict the reaction product. The product is: [CH2:30]([C@H:17]([NH:16][C:14]([C@@H:13]([NH:12][C:10]([C@@H:9]([NH:8][C:51]([C:50]1[N:46]([CH3:45])[N:47]=[C:48]([CH3:54])[CH:49]=1)=[O:52])[CH3:44])=[O:11])[CH2:37][C:38]1[CH:43]=[CH:42][CH:41]=[CH:40][CH:39]=1)=[O:15])[C:18]([C:19](=[O:20])[NH:21][CH2:22][C:23]1[CH:24]=[CH:25][CH:26]=[CH:27][CH:28]=1)=[O:29])[C:31]1[CH:36]=[CH:35][CH:34]=[CH:33][CH:32]=1. (2) Given the reactants CN(C(ON1N=[N:16][C:11]2[CH:12]=[CH:13][CH:14]=[N:15][C:10]1=2)=[N+](C)C)C.F[P-](F)(F)(F)(F)F.[NH2:25][CH2:26][C:27]1[C:28]([F:44])=[C:29]([O:34][C:35]2[CH:36]=[C:37]([CH:40]=[C:41]([Cl:43])[CH:42]=2)[C:38]#[N:39])[C:30]([Cl:33])=[CH:31][CH:32]=1.[C:45](NC1C=C2C(=CC=1)NC(C(O)=O)=C2)(=[O:47])C.C(N(C(C)C)CC)(C)C, predict the reaction product. The product is: [Cl:33][C:30]1[CH:31]=[CH:32][C:27]([CH2:26][NH:25][C:45]([C:10]2[NH:15][C:14]([CH3:13])=[N:16][C:11]=2[CH3:12])=[O:47])=[C:28]([F:44])[C:29]=1[O:34][C:35]1[CH:36]=[C:37]([C:38]#[N:39])[CH:40]=[C:41]([Cl:43])[CH:42]=1. (3) Given the reactants [CH2:1]([O:4][CH2:5]/[CH:6]=[CH:7]/[C@@H:8]1[O:12][C@@H:11]([CH2:13][CH2:14][C@@H:15]2[O:20][C@H:19]([CH2:21][C@H:22]3[C@H:26]([C@H:27](S(C4C=CC=CC=4)(=O)=O)[C:28](=[O:91])[CH2:29][C@@H:30]4[O:90][C@@H:34]5[C@H:35]([O:72][Si:73]([C:86]([CH3:89])([CH3:88])[CH3:87])([C:80]6[CH:85]=[CH:84][CH:83]=[CH:82][CH:81]=6)[C:74]6[CH:79]=[CH:78][CH:77]=[CH:76][CH:75]=6)[C@@H:36]6[O:41][C@H:40]([CH2:42][CH:43]([O:46][Si:47]([CH2:52][CH3:53])([CH2:50][CH3:51])[CH2:48][CH3:49])[CH:44]=[CH2:45])[C@H:39]([O:54][Si:55]([C:68]([CH3:71])([CH3:70])[CH3:69])([C:62]7[CH:67]=[CH:66][CH:65]=[CH:64][CH:63]=7)[C:56]7[CH:61]=[CH:60][CH:59]=[CH:58][CH:57]=7)[C@@H:37]6[O:38][C@H:33]5[CH2:32][CH2:31]4)[C@@H:25]([O:101][CH3:102])[C@@H:24]([CH2:103][C@H:104]([O:114][Si:115]([C:118]([CH3:121])([CH3:120])[CH3:119])([CH3:117])[CH3:116])[CH2:105][O:106][Si:107]([C:110]([CH3:113])([CH3:112])[CH3:111])([CH3:109])[CH3:108])[O:23]3)[C:18](=[CH2:122])[C@H:17]([CH3:123])[CH2:16]2)[C:10](=[CH2:124])[CH2:9]1)[CH:2]=[CH2:3].[I-].[I-].[Sm+2].[C@H](O)(C([O-])=O)[C@@H](O)C([O-])=O.[Na+].[K+].C(=O)([O-])[O-].[K+].[K+], predict the reaction product. The product is: [CH2:1]([O:4][CH2:5]/[CH:6]=[CH:7]/[C@@H:8]1[O:12][C@@H:11]([CH2:13][CH2:14][C@@H:15]2[O:20][C@H:19]([CH2:21][C@H:22]3[C@H:26]([CH2:27][C:28](=[O:91])[CH2:29][C@@H:30]4[O:90][C@@H:34]5[C@H:35]([O:72][Si:73]([C:86]([CH3:87])([CH3:88])[CH3:89])([C:80]6[CH:81]=[CH:82][CH:83]=[CH:84][CH:85]=6)[C:74]6[CH:79]=[CH:78][CH:77]=[CH:76][CH:75]=6)[C@@H:36]6[O:41][C@H:40]([CH2:42][CH:43]([O:46][Si:47]([CH2:50][CH3:51])([CH2:52][CH3:53])[CH2:48][CH3:49])[CH:44]=[CH2:45])[C@H:39]([O:54][Si:55]([C:68]([CH3:69])([CH3:70])[CH3:71])([C:62]7[CH:63]=[CH:64][CH:65]=[CH:66][CH:67]=7)[C:56]7[CH:61]=[CH:60][CH:59]=[CH:58][CH:57]=7)[C@@H:37]6[O:38][C@H:33]5[CH2:32][CH2:31]4)[C@@H:25]([O:101][CH3:102])[C@@H:24]([CH2:103][C@H:104]([O:114][Si:115]([C:118]([CH3:119])([CH3:121])[CH3:120])([CH3:117])[CH3:116])[CH2:105][O:106][Si:107]([C:110]([CH3:113])([CH3:112])[CH3:111])([CH3:109])[CH3:108])[O:23]3)[C:18](=[CH2:122])[C@H:17]([CH3:123])[CH2:16]2)[C:10](=[CH2:124])[CH2:9]1)[CH:2]=[CH2:3]. (4) The product is: [CH:1]12[CH2:7][CH:4]([CH2:5][CH2:6]1)[CH2:3][CH:2]2[NH:8][C:9]1[S:10][CH:13]([C:18]2[CH:23]=[CH:22][CH:21]=[CH:20][CH:19]=2)[C:14](=[O:15])[N:11]=1. Given the reactants [CH:1]12[CH2:7][CH:4]([CH2:5][CH2:6]1)[CH2:3][CH:2]2[NH:8][C:9]([NH2:11])=[S:10].Br[CH:13]([C:18]1[CH:23]=[CH:22][CH:21]=[CH:20][CH:19]=1)[C:14](OC)=[O:15], predict the reaction product. (5) Given the reactants [OH:1][C@@H:2]1[CH2:7][CH2:6][CH2:5][NH:4][CH2:3]1.[C:8]([O:12][C:13](O[C:13]([O:12][C:8]([CH3:11])([CH3:10])[CH3:9])=[O:14])=[O:14])([CH3:11])([CH3:10])[CH3:9].CN1CCOCC1, predict the reaction product. The product is: [C:13]([N:4]1[CH2:5][CH2:6][CH2:7][C@@H:2]([OH:1])[CH2:3]1)([O:12][C:8]([CH3:11])([CH3:10])[CH3:9])=[O:14]. (6) Given the reactants [F:1][C:2]1[CH:7]=[CH:6][C:5]([CH2:8][C:9]2[C:10]([N:16]3[CH2:22][C:21]4[CH:23]=[C:24]([C:27]5[CH:28]=[C:29]([N+:34]([O-])=O)[C:30]([NH2:33])=[N:31][CH:32]=5)[CH:25]=[CH:26][C:20]=4[O:19][CH2:18][CH2:17]3)=[N:11][CH:12]=[N:13][C:14]=2[CH3:15])=[CH:4][CH:3]=1.[Sn](Cl)Cl, predict the reaction product. The product is: [F:1][C:2]1[CH:3]=[CH:4][C:5]([CH2:8][C:9]2[C:10]([N:16]3[CH2:22][C:21]4[CH:23]=[C:24]([C:27]5[CH:28]=[C:29]([NH2:34])[C:30]([NH2:33])=[N:31][CH:32]=5)[CH:25]=[CH:26][C:20]=4[O:19][CH2:18][CH2:17]3)=[N:11][CH:12]=[N:13][C:14]=2[CH3:15])=[CH:6][CH:7]=1.